This data is from Reaction yield outcomes from USPTO patents with 853,638 reactions. The task is: Predict the reaction yield, written as a fraction of the theoretical maximum amount of product (1.0 means a 100% yield; for example, 0.34 means a 34% yield). The reactants are [O:1]=[C:2]1[NH:10][C:9]2[C:4](=[N:5][C:6]([C:11]3[CH:12]=[N:13][N:14]4[CH:19]=[CH:18][C:17]([C:20]#[N:21])=[CH:16][C:15]=34)=[N:7][CH:8]=2)[N:3]1[CH:22]1[CH2:27][CH2:26][O:25][CH2:24][CH2:23]1.Br[CH2:29][CH2:30][O:31][Si:32]([C:35]([CH3:38])([CH3:37])[CH3:36])([CH3:34])[CH3:33]. The catalyst is CN(C=O)C.[H-].[Na+]. The product is [Si:32]([O:31][CH2:30][CH2:29][N:10]1[C:9]2[C:4](=[N:5][C:6]([C:11]3[CH:12]=[N:13][N:14]4[CH:19]=[CH:18][C:17]([C:20]#[N:21])=[CH:16][C:15]=34)=[N:7][CH:8]=2)[N:3]([CH:22]2[CH2:23][CH2:24][O:25][CH2:26][CH2:27]2)[C:2]1=[O:1])([C:35]([CH3:38])([CH3:37])[CH3:36])([CH3:34])[CH3:33]. The yield is 0.760.